Regression. Given a peptide amino acid sequence and an MHC pseudo amino acid sequence, predict their binding affinity value. This is MHC class II binding data. From a dataset of Peptide-MHC class II binding affinity with 134,281 pairs from IEDB. (1) The peptide sequence is IAPIMFSNKMARLGK. The MHC is DRB4_0101 with pseudo-sequence DRB4_0103. The binding affinity (normalized) is 0.240. (2) The binding affinity (normalized) is 0.252. The peptide sequence is TDDNEEPIAPYHFDL. The MHC is DRB1_1602 with pseudo-sequence DRB1_1602.